Dataset: Reaction yield outcomes from USPTO patents with 853,638 reactions. Task: Predict the reaction yield, written as a fraction of the theoretical maximum amount of product (1.0 means a 100% yield; for example, 0.34 means a 34% yield). (1) The product is [Cl:31][C:1]1[C:19]2[C:18](=[CH:12][CH:22]=[CH:21][CH:20]=2)[NH:17][C:3](=[O:5])[C:2]=1[C:6]([O:8][CH3:24])=[O:7]. The yield is 0.320. The catalyst is CN(C=O)C. The reactants are [CH3:1][C:2](C)([C:6]([O-:8])=[O:7])[C:3]([O-:5])=O.[H-].[Na+].[C:12]12[C:18](=[CH:19][CH:20]=[CH:21][CH:22]=1)[NH:17]C(=O)OC2=O.[C:24](Cl)(=O)C(Cl)=O.[Na+].[Cl-:31]. (2) The product is [CH3:16][O:17][C:18](=[O:25])[CH2:19][C:20]1[N:13]=[C:11]([C:10]2[CH:9]=[N:8][C:7]([C:1]3[CH:2]=[CH:3][CH:4]=[CH:5][CH:6]=3)=[CH:15][CH:14]=2)[S:12][C:21]=1[CH3:22]. The reactants are [C:1]1([C:7]2[CH:15]=[CH:14][C:10]([C:11]([NH2:13])=[S:12])=[CH:9][N:8]=2)[CH:6]=[CH:5][CH:4]=[CH:3][CH:2]=1.[CH3:16][O:17][C:18](=[O:25])[CH2:19][C:20](=O)[CH:21](Br)[CH3:22].C([O-])(O)=O.[Na+]. The catalyst is O1CCOCC1. The yield is 0.560. (3) The reactants are [F:1][C:2]1[C:21]([NH:22][C:23]([NH:25][C:26]2[CH:27]=[N:28][C:29]([CH3:32])=[CH:30][CH:31]=2)=[O:24])=[C:20]([F:33])[CH:19]=[CH:18][C:3]=1[CH2:4][N:5]1[CH2:10][CH2:9][N:8]([C:11]([O:13][C:14](C)(C)C)=[O:12])[CH2:7][CH2:6]1.Cl.ClC(OC)=O.CCN(CC)CC. The catalyst is CO. The product is [F:1][C:2]1[C:21]([NH:22][C:23]([NH:25][C:26]2[CH:27]=[N:28][C:29]([CH3:32])=[CH:30][CH:31]=2)=[O:24])=[C:20]([F:33])[CH:19]=[CH:18][C:3]=1[CH2:4][N:5]1[CH2:10][CH2:9][N:8]([C:11]([O:13][CH3:14])=[O:12])[CH2:7][CH2:6]1. The yield is 0.380. (4) The reactants are [F:1][C:2]1[CH:3]=[N:4][N:5]([CH3:17])[C:6]=1[C:7]1[C:8]([CH3:16])=[C:9]([CH:13]=[CH:14][CH:15]=1)[C:10]([OH:12])=O.F[P-](F)(F)(F)(F)F.N1(OC(N(C)C)=[N+](C)C)C2N=CC=CC=2N=N1.CN1CCOCC1.Cl.[NH2:50][CH2:51][C:52]1[C:53](=[O:60])[NH:54][C:55]([CH3:59])=[CH:56][C:57]=1[CH3:58]. The catalyst is CN(C)C=O.O. The product is [CH3:58][C:57]1[CH:56]=[C:55]([CH3:59])[NH:54][C:53](=[O:60])[C:52]=1[CH2:51][NH:50][C:10](=[O:12])[C:9]1[CH:13]=[CH:14][CH:15]=[C:7]([C:6]2[N:5]([CH3:17])[N:4]=[CH:3][C:2]=2[F:1])[C:8]=1[CH3:16]. The yield is 0.0300. (5) The reactants are [Br:1][C:2]1[C:3]([O:5][CH2:6][C:7]=1Br)=[O:4].[CH3:9][S:10][C:11]1[CH:16]=[CH:15][C:14](B(O)O)=[CH:13][CH:12]=1.[F-].[Cs+]. The catalyst is Cl[Pd](Cl)([P](C1C=CC=CC=1)(C1C=CC=CC=1)C1C=CC=CC=1)[P](C1C=CC=CC=1)(C1C=CC=CC=1)C1C=CC=CC=1. The product is [Br:1][C:2]1[C:3]([O:5][CH2:6][C:7]=1[C:14]1[CH:15]=[CH:16][C:11]([S:10][CH3:9])=[CH:12][CH:13]=1)=[O:4]. The yield is 0.910. (6) The reactants are [Br:1][C:2]1[C:3]([F:11])=[C:4]2[CH:10]=[CH:9][NH:8][C:5]2=[N:6][CH:7]=1.[N+:12]([O-])([OH:14])=[O:13]. The catalyst is O. The product is [Br:1][C:2]1[C:3]([F:11])=[C:4]2[C:10]([N+:12]([O-:14])=[O:13])=[CH:9][NH:8][C:5]2=[N:6][CH:7]=1. The yield is 0.868. (7) The reactants are [CH3:1][O:2][N:3]([CH3:14])[C:4]([C:6]1[NH:10][N:9]=[C:8]([N+:11]([O-])=O)[CH:7]=1)=[O:5]. The catalyst is [Pd].CO. The product is [NH2:11][C:8]1[CH:7]=[C:6]([C:4]([N:3]([O:2][CH3:1])[CH3:14])=[O:5])[NH:10][N:9]=1. The yield is 0.810. (8) The reactants are F[C:2]1[N:10]=[C:9]2[C:5]([N:6]=[CH:7][N:8]2[CH:11]([CH3:13])[CH3:12])=[C:4]([NH:14][CH2:15][C:16]2[CH:17]=[N:18][CH:19]=[CH:20][CH:21]=2)[N:3]=1.CCN(C(C)C)C(C)C.[NH2:31][CH2:32][C@H:33]([OH:35])[CH3:34]. The catalyst is CCCCO.CS(C)=O. The product is [CH:11]([N:8]1[CH:7]=[N:6][C:5]2[C:9]1=[N:10][C:2]([NH:31][CH2:32][C@H:33]([OH:35])[CH3:34])=[N:3][C:4]=2[NH:14][CH2:15][C:16]1[CH:17]=[N:18][CH:19]=[CH:20][CH:21]=1)([CH3:13])[CH3:12]. The yield is 0.106. (9) The reactants are [Cl:1][C:2]1[CH:7]=[CH:6][C:5]([O:8][CH3:9])=[CH:4][C:3]=1[NH:10][C:11]1[C:12]([NH:21][S:22]([C:25]2[CH:26]=[C:27]([CH:31]=[CH:32][CH:33]=2)[C:28]([OH:30])=O)(=[O:24])=[O:23])=[N:13][C:14]2[C:19]([N:20]=1)=[CH:18][CH:17]=[CH:16][CH:15]=2.F[P-](F)(F)(F)(F)F.N1(OC(N(C)C)=[N+](C)C)C2N=CC=CC=2N=N1.C(N(C(C)C)C(C)C)C.[CH3:67][N:68]([CH3:72])[CH2:69][CH2:70][NH2:71]. The catalyst is CN(C)C=O.C(OCC)(=O)C. The product is [Cl:1][C:2]1[CH:7]=[CH:6][C:5]([O:8][CH3:9])=[CH:4][C:3]=1[NH:10][C:11]1[C:12]([NH:21][S:22]([C:25]2[CH:26]=[C:27]([CH:31]=[CH:32][CH:33]=2)[C:28]([NH:71][CH2:70][CH2:69][N:68]([CH3:72])[CH3:67])=[O:30])(=[O:23])=[O:24])=[N:13][C:14]2[C:19]([N:20]=1)=[CH:18][CH:17]=[CH:16][CH:15]=2. The yield is 0.870. (10) The reactants are [CH:1]([O:8][CH2:9][CH3:10])([O:5][CH2:6][CH3:7])OCC.B(F)(F)F.[O:15]=[C:16]1[C:40]2[C:35](=[CH:36][CH:37]=[CH:38][CH:39]=2)[O:34][C:18]2([CH2:23][CH2:22][N:21]([C:24]([O:26][CH2:27][C:28]3[CH:33]=[CH:32][CH:31]=[CH:30][CH:29]=3)=[O:25])[CH2:20][CH2:19]2)[CH2:17]1.C(N(C(C)C)C(C)C)C. The catalyst is ClCCl. The product is [CH2:9]([O:8][CH:1]([O:5][CH2:6][CH3:7])[CH:17]1[C:18]2([CH2:23][CH2:22][N:21]([C:24]([O:26][CH2:27][C:28]3[CH:29]=[CH:30][CH:31]=[CH:32][CH:33]=3)=[O:25])[CH2:20][CH2:19]2)[O:34][C:35]2[C:40](=[CH:39][CH:38]=[CH:37][CH:36]=2)[C:16]1=[O:15])[CH3:10]. The yield is 0.780.